Dataset: Catalyst prediction with 721,799 reactions and 888 catalyst types from USPTO. Task: Predict which catalyst facilitates the given reaction. (1) Reactant: C(OC([N:8]1[CH2:13][CH2:12][CH:11]([NH:14][C:15]2[CH:16]=[N:17][C:18]([NH:21][C:22](=[O:24])[CH3:23])=[CH:19][CH:20]=2)[CH2:10][CH2:9]1)=O)(C)(C)C.[ClH:25]. Product: [ClH:25].[ClH:25].[NH:8]1[CH2:13][CH2:12][CH:11]([NH:14][C:15]2[CH:20]=[CH:19][C:18]([NH:21][C:22](=[O:24])[CH3:23])=[N:17][CH:16]=2)[CH2:10][CH2:9]1. The catalyst class is: 12. (2) Product: [N:29]([C:2]1[CH:3]=[CH:4][CH:5]=[CH:6][N:1]=1)=[C:32]=[O:17]. The catalyst class is: 11. Reactant: [N:1]1[CH:6]=[CH:5][CH:4]=[CH:3][C:2]=1C(O)=O.C1(P(N=[N+]=[N-])(C2C=CC=CC=2)=[O:17])C=CC=CC=1.C([N:29]([CH2:32]C)CC)C.